This data is from Forward reaction prediction with 1.9M reactions from USPTO patents (1976-2016). The task is: Predict the product of the given reaction. Given the reactants [C:1]1([NH:7][C:8]([C:10]2[N:11]=[C:12]3[CH:17]=[CH:16][C:15]([CH:18]=C)=[CH:14][N:13]3[CH:20]=2)=[O:9])[CH:6]=[CH:5][CH:4]=[CH:3][CH:2]=1.I([O-])(=O)(=O)=[O:22].[Na+].C(O)(C)(C)C.O, predict the reaction product. The product is: [CH:18]([C:15]1[CH:16]=[CH:17][C:12]2[N:13]([CH:20]=[C:10]([C:8]([NH:7][C:1]3[CH:6]=[CH:5][CH:4]=[CH:3][CH:2]=3)=[O:9])[N:11]=2)[CH:14]=1)=[O:22].